The task is: Predict the reactants needed to synthesize the given product.. This data is from Full USPTO retrosynthesis dataset with 1.9M reactions from patents (1976-2016). (1) Given the product [CH3:25][O:24][C:14]1[CH:15]=[C:16]([O:19][C:20]([F:23])([F:22])[F:21])[CH:17]=[CH:18][C:13]=1[C:5]1[N:4]=[C:3]([NH2:1])[C:8]([N+:9]([O-:11])=[O:10])=[CH:7][C:6]=1[CH3:12], predict the reactants needed to synthesize it. The reactants are: [NH3:1].Cl[C:3]1[C:8]([N+:9]([O-:11])=[O:10])=[CH:7][C:6]([CH3:12])=[C:5]([C:13]2[CH:18]=[CH:17][C:16]([O:19][C:20]([F:23])([F:22])[F:21])=[CH:15][C:14]=2[O:24][CH3:25])[N:4]=1. (2) Given the product [Br:2][CH:22]([C:12]1[O:13][C:14](=[O:21])[C:15]2[C:20]([C:11]=1[C:8]1[CH2:7][CH2:6][O:5][CH2:10][CH:9]=1)=[CH:19][CH:18]=[CH:17][CH:16]=2)[CH3:23], predict the reactants needed to synthesize it. The reactants are: P(Br)(Br)[Br:2].[O:5]1[CH2:10][CH:9]=[C:8]([C:11]2[C:20]3[C:15](=[CH:16][CH:17]=[CH:18][CH:19]=3)[C:14](=[O:21])[O:13][C:12]=2[CH:22](O)[CH3:23])[CH2:7][CH2:6]1.